Predict the product of the given reaction. From a dataset of Forward reaction prediction with 1.9M reactions from USPTO patents (1976-2016). (1) Given the reactants C([N:8]([C@H:16]([CH3:29])[C@@H:17]([OH:28])[CH2:18][C@@H:19]([C:22]1[CH:27]=[CH:26][CH:25]=[CH:24][CH:23]=1)[CH2:20][CH3:21])CC1C=CC=CC=1)C1C=CC=CC=1.C(O)(=O)C, predict the reaction product. The product is: [CH3:29][C@@H:16]([NH2:8])[C@@H:17]([OH:28])[CH2:18][C@@H:19]([C:22]1[CH:27]=[CH:26][CH:25]=[CH:24][CH:23]=1)[CH2:20][CH3:21]. (2) Given the reactants [C:1]([C:3]1[CH:8]=[CH:7][C:6]([NH:9][CH:10]([C:19]2[CH:24]=[C:23]([O:25][CH2:26][CH3:27])[C:22]([O:28][CH2:29][CH3:30])=[CH:21][C:20]=2[OH:31])[CH2:11][NH:12][S:13]([CH2:16][CH2:17][CH3:18])(=[O:15])=[O:14])=[CH:5][CH:4]=1)#[N:2].C(=O)(O)[O-].Br[CH2:37][C:38]([O:40][CH2:41][CH3:42])=[O:39], predict the reaction product. The product is: [CH2:41]([O:40][C:38](=[O:39])[CH2:37][O:31][C:20]1[CH:21]=[C:22]([O:28][CH2:29][CH3:30])[C:23]([O:25][CH2:26][CH3:27])=[CH:24][C:19]=1[CH:10]([NH:9][C:6]1[CH:7]=[CH:8][C:3]([C:1]#[N:2])=[CH:4][CH:5]=1)[CH2:11][NH:12][S:13]([CH2:16][CH2:17][CH3:18])(=[O:15])=[O:14])[CH3:42]. (3) Given the reactants [CH3:1][O:2][C:3]1[NH:7][N:6]=[C:5]([NH2:8])[CH:4]=1.Br[C:10]1[C:11](=[O:18])[N:12]([CH3:17])[CH:13]=[C:14]([Br:16])[CH:15]=1.C(=O)([O-])[O-].[Cs+].[Cs+].CC1(C)C2C(=C(P(C3C=CC=CC=3)C3C=CC=CC=3)C=CC=2)OC2C(P(C3C=CC=CC=3)C3C=CC=CC=3)=CC=CC1=2, predict the reaction product. The product is: [Br:16][C:14]1[CH:15]=[C:10]([NH:8][C:5]2[CH:4]=[C:3]([O:2][CH3:1])[NH:7][N:6]=2)[C:11](=[O:18])[N:12]([CH3:17])[CH:13]=1. (4) Given the reactants [CH3:1][N:2]1[CH2:7][CH2:6][C:5]([C:10]2[CH:15]=[CH:14][C:13]([Cl:16])=[CH:12][CH:11]=2)([C:8]#[N:9])[CH2:4][CH2:3]1.[H-].[H-].[H-].[H-].[Li+].[Al+3], predict the reaction product. The product is: [CH3:1][N:2]1[CH2:3][CH2:4][C:5]([C:10]2[CH:11]=[CH:12][C:13]([Cl:16])=[CH:14][CH:15]=2)([CH2:8][NH2:9])[CH2:6][CH2:7]1. (5) Given the reactants [Br:1][C:2]1[CH:10]=[C:9]2[C:5]([CH2:6][C:7](=[O:11])[NH:8]2)=[CH:4][CH:3]=1.[N+:12]([O-])([O-:14])=[O:13].[K+], predict the reaction product. The product is: [Br:1][C:2]1[CH:10]=[C:9]2[C:5]([CH2:6][C:7](=[O:11])[NH:8]2)=[CH:4][C:3]=1[N+:12]([O-:14])=[O:13].